Dataset: Forward reaction prediction with 1.9M reactions from USPTO patents (1976-2016). Task: Predict the product of the given reaction. (1) Given the reactants Br[C:2]1[CH:3]=[C:4]2[C:8](=[CH:9][CH:10]=1)[NH:7][N:6]=[C:5]2[CH2:11][CH3:12].[Li]C(C)(C)C.[C:18](=[O:20])=[O:19], predict the reaction product. The product is: [CH2:11]([C:5]1[C:4]2[C:8](=[CH:9][CH:10]=[C:2]([C:18]([OH:20])=[O:19])[CH:3]=2)[NH:7][N:6]=1)[CH3:12]. (2) Given the reactants C(O)(=O)C(O)=O.[N:7]1[CH:12]=[CH:11][CH:10]=[CH:9][C:8]=1[N:13]([CH2:37][CH2:38][C:39]([O:41][CH2:42][CH3:43])=[O:40])[C:14]([C:16]1[CH:36]=[CH:35][C:19]2[N:20]([CH3:34])[C:21]([CH2:23][NH:24][C:25]3[CH:30]=[CH:29][C:28]([C:31](=[NH:33])[NH2:32])=[CH:27][CH:26]=3)=[N:22][C:18]=2[CH:17]=1)=[O:15].O.C(=O)([O-])[O-].[K+].[K+].N1([C:56]([O:58][CH2:59][CH2:60][CH2:61][CH2:62][CH2:63][CH3:64])=[O:57])C=CN=C1, predict the reaction product. The product is: [CH3:64][CH2:63][CH2:62][CH2:61][CH2:60][CH2:59][O:58][C:56](/[N:33]=[C:31](\[NH2:32])/[C:28]1[CH:27]=[CH:26][C:25]([NH:24][CH2:23][C:21]2[N:20]([CH3:34])[C:19]3[CH:35]=[CH:36][C:16]([C:14]([N:13]([C:8]4[CH:9]=[CH:10][CH:11]=[CH:12][N:7]=4)[CH2:37][CH2:38][C:39]([O:41][CH2:42][CH3:43])=[O:40])=[O:15])=[CH:17][C:18]=3[N:22]=2)=[CH:30][CH:29]=1)=[O:57].